Predict the product of the given reaction. From a dataset of Forward reaction prediction with 1.9M reactions from USPTO patents (1976-2016). (1) Given the reactants [CH3:1][CH2:2][C@@H:3]([CH:28]([CH3:30])[CH3:29])/[CH:4]=[CH:5]/[C@H:6]([C@@H:8]1[C@@:12]2([CH3:27])[CH2:13][CH2:14][C@@H:15]3[C@@:20]4([CH3:26])[CH2:21][CH2:22][C@H:23]([OH:25])[CH2:24][C:19]4=[CH:18][CH2:17][C@H:16]3[C@@H:11]2[CH2:10][CH2:9]1)[CH3:7].S([C:35]1C=CC(C)=CC=1)([O-])(=O)=O.N1C=CC=CC=1, predict the reaction product. The product is: [CH3:1][CH2:2][C@H:3]([CH:28]([CH3:29])[CH3:30])/[CH:4]=[CH:5]/[C@H:6]([C@@H:8]1[C@@:12]2([CH3:27])[CH2:13][CH2:14][C@@H:15]3[C@@:20]4([CH3:26])[CH2:21][CH2:22][CH:23]([O:25][CH3:35])[CH2:24][C:19]4=[CH:18][CH2:17][C@H:16]3[C@@H:11]2[CH2:10][CH2:9]1)[CH3:7]. (2) Given the reactants [Br:1][C:2]1[CH:7]=[CH:6][C:5]([C:8]2[N:9]=[C:10]([N:13]3[C@H:17]([CH2:18]O)[CH2:16][O:15][C:14]3=[O:20])[S:11][CH:12]=2)=[CH:4][CH:3]=1.C(N(S(F)(F)[F:27])CC)C, predict the reaction product. The product is: [Br:1][C:2]1[CH:7]=[CH:6][C:5]([C:8]2[N:9]=[C:10]([N:13]3[C@H:17]([CH2:18][F:27])[CH2:16][O:15][C:14]3=[O:20])[S:11][CH:12]=2)=[CH:4][CH:3]=1. (3) The product is: [CH3:19][O:20][C:21](=[O:28])[C@@H:22]([NH:27][C:15]([C:7]1[CH:6]=[N:5][C:4]([CH:1]2[CH2:2][CH2:3]2)=[C:9]([O:10][CH2:11][CH:12]2[CH2:13][CH2:14]2)[N:8]=1)=[O:17])[CH2:23][CH:24]1[CH2:26][CH2:25]1. Given the reactants [CH:1]1([C:4]2[N:5]=[CH:6][C:7]([C:15]([OH:17])=O)=[N:8][C:9]=2[O:10][CH2:11][CH:12]2[CH2:14][CH2:13]2)[CH2:3][CH2:2]1.Cl.[CH3:19][O:20][C:21](=[O:28])[C@@H:22]([NH2:27])[CH2:23][CH:24]1[CH2:26][CH2:25]1, predict the reaction product. (4) Given the reactants C1C=CC2N(O)N=NC=2C=1.CCN=C=NCCCN(C)C.Cl.[CH2:23]([CH:25]([C:28]1[CH:29]=[C:30]([CH:34]=[C:35]([O:37][CH3:38])[N:36]=1)[C:31]([OH:33])=O)[CH2:26][CH3:27])[CH3:24].[Cl:39][C:40]1[CH:41]=[C:42]([CH:47]=[C:48]([CH3:55])[C:49]=1[NH:50][S:51]([CH3:54])(=[O:53])=[O:52])[C:43]([NH:45]O)=[NH:44], predict the reaction product. The product is: [Cl:39][C:40]1[CH:41]=[C:42]([C:43]2[N:45]=[C:31]([C:30]3[CH:34]=[C:35]([O:37][CH3:38])[N:36]=[C:28]([CH:25]([CH2:23][CH3:24])[CH2:26][CH3:27])[CH:29]=3)[O:33][N:44]=2)[CH:47]=[C:48]([CH3:55])[C:49]=1[NH:50][S:51]([CH3:54])(=[O:53])=[O:52]. (5) Given the reactants Cl[C:2]1[N:10]=[CH:9][N:8]=[C:7]2[C:3]=1[N:4]=[CH:5][N:6]2[C@@H:11]1[O:18][C@H:17]([C:19]#[CH:20])[C@@H:16]2[C@H:12]1[O:13][C:14]([CH3:22])([CH3:21])[O:15]2.N[C@@H:24]1[CH2:28][CH2:27][CH2:26][C@H:25]1[OH:29].C(N(CC)CC)C, predict the reaction product. The product is: [C:19]([C@@H:17]1[C@@H:16]2[C@@H:12]([O:13][C:14]([CH3:22])([CH3:21])[O:15]2)[C@H:11]([N:6]2[CH:5]=[N:4][C:3]3[C:7]2=[N:8][CH:9]=[N:10][C:2]=3[CH:24]2[CH2:28][CH2:27][CH2:26][CH:25]2[OH:29])[O:18]1)#[CH:20]. (6) Given the reactants Cl.[CH3:2][O:3][C:4]1[CH:5]=[C:6]2[C:21](=[CH:22][C:23]=1[O:24][CH3:25])[C:9]1=[N:10][NH:11][C:12]([NH:13][C:14]3[CH:19]=[CH:18][CH:17]=[C:16]([F:20])[CH:15]=3)=[C:8]1[CH2:7]2.C(NC(C)C)(C)C.Cl[C:34]([O:36][CH:37]([CH3:39])[CH3:38])=[O:35], predict the reaction product. The product is: [CH:37]([O:36][C:34]([N:10]1[C:9]2[C:21]3[C:6]([CH2:7][C:8]=2[C:12]([NH:13][C:14]2[CH:19]=[CH:18][CH:17]=[C:16]([F:20])[CH:15]=2)=[N:11]1)=[CH:5][C:4]([O:3][CH3:2])=[C:23]([O:24][CH3:25])[CH:22]=3)=[O:35])([CH3:39])[CH3:38]. (7) Given the reactants [NH2:1][C:2]1[N:6]2[CH2:7][CH2:8][N:9]=[C:5]2[C:4]([C:23]2[CH:28]=[CH:27][C:26]([OH:29])=[CH:25][CH:24]=2)([C:10]2[CH:11]=[C:12]([C:16]3[CH:21]=[CH:20][CH:19]=[C:18]([Cl:22])[CH:17]=3)[CH:13]=[CH:14][CH:15]=2)[N:3]=1.[F:30][C:31]([F:50])([F:49])[S:32](N(C1C=CC=CC=1)[S:32]([C:31]([F:50])([F:49])[F:30])(=[O:34])=[O:33])(=[O:34])=[O:33].C(=O)([O-])[O-].[K+].[K+].C(OCC)(=O)C, predict the reaction product. The product is: [F:30][C:31]([F:50])([F:49])[S:32]([O:29][C:26]1[CH:25]=[CH:24][C:23]([C:4]2([C:10]3[CH:11]=[C:12]([C:16]4[CH:21]=[CH:20][CH:19]=[C:18]([Cl:22])[CH:17]=4)[CH:13]=[CH:14][CH:15]=3)[C:5]3=[N:9][CH2:8][CH2:7][N:6]3[C:2]([NH2:1])=[N:3]2)=[CH:28][CH:27]=1)(=[O:34])=[O:33]. (8) Given the reactants [NH2:1][C:2]1[C:3]([NH:12][CH2:13][CH:14]([O:17][CH3:18])[O:15][CH3:16])=[C:4]([CH:9]=[CH:10][CH:11]=1)[C:5]([O:7][CH3:8])=[O:6].[S:19](=[O:23])(=[O:22])(N)N, predict the reaction product. The product is: [CH3:16][O:15][CH:14]([O:17][CH3:18])[CH2:13][N:12]1[C:3]2[C:4]([C:5]([O:7][CH3:8])=[O:6])=[CH:9][CH:10]=[CH:11][C:2]=2[NH:1][S:19]1(=[O:23])=[O:22]. (9) The product is: [CH3:1][O:22][C:23]1[CH:24]=[CH:25][C:26](/[CH:29]=[CH:30]/[C:31]2[N:40]([C:41]3[CH:46]=[CH:45][CH:44]=[C:43]([N+:47]([O-:49])=[O:48])[CH:42]=3)[C:39](=[O:50])[C:38]3[C:33](=[CH:34][CH:35]=[CH:36][CH:37]=3)[N:32]=2)=[CH:27][CH:28]=1. Given the reactants [CH3:1]C1N(C2C=CC=C([N+]([O-])=O)C=2)C(=O)C2C(=CC=CC=2)N=1.[OH:22][C:23]1[CH:28]=[CH:27][C:26]([CH:29]=[CH:30][C:31]2[N:40]([C:41]3[CH:46]=[CH:45][CH:44]=[C:43]([N+:47]([O-:49])=[O:48])[CH:42]=3)[C:39](=[O:50])[C:38]3[C:33](=[CH:34][CH:35]=[CH:36][CH:37]=3)[N:32]=2)=[CH:25][CH:24]=1.CC([O-])=O.[Na+], predict the reaction product. (10) Given the reactants [CH3:1][N:2]([CH3:26])[C:3]1([C:24]#N)[CH2:8][CH2:7][CH:6]([CH:9]([O:18][CH:19]([O:21][CH2:22][CH3:23])[CH3:20])[CH2:10][O:11][C:12]2[CH:17]=[CH:16][CH:15]=[CH:14][CH:13]=2)[CH2:5][CH2:4]1.[C:27]1([Mg]Cl)[CH:32]=[CH:31]C=[CH:29][CH:28]=1.[Cl-].[NH4+].O, predict the reaction product. The product is: [CH2:22]([O:21][CH:19]([O:18][CH:9]([CH:6]1[CH2:7][CH2:8][C:3]([N:2]([CH3:26])[CH3:1])([C:24]2[CH:31]=[CH:32][CH:27]=[CH:28][CH:29]=2)[CH2:4][CH2:5]1)[CH2:10][O:11][C:12]1[CH:17]=[CH:16][CH:15]=[CH:14][CH:13]=1)[CH3:20])[CH3:23].